Dataset: Reaction yield outcomes from USPTO patents with 853,638 reactions. Task: Predict the reaction yield, written as a fraction of the theoretical maximum amount of product (1.0 means a 100% yield; for example, 0.34 means a 34% yield). (1) The reactants are [C:1]([O:4][C:5]1[CH:13]=[CH:12][C:11]([Cl:14])=[CH:10][C:6]=1[C:7]([OH:9])=O)(=[O:3])[CH3:2].[NH2:15][C:16]1[CH:21]=[CH:20][C:19]([N:22]2[C:26]([C:27]([F:30])([F:29])[F:28])=[CH:25][C:24]([C:31]([F:34])([F:33])[F:32])=[N:23]2)=[CH:18][CH:17]=1. No catalyst specified. The product is [C:1]([O:4][C:5]1[CH:13]=[CH:12][C:11]([Cl:14])=[CH:10][C:6]=1[C:7]([NH:15][C:16]1[CH:17]=[CH:18][C:19]([N:22]2[C:26]([C:27]([F:28])([F:29])[F:30])=[CH:25][C:24]([C:31]([F:34])([F:33])[F:32])=[N:23]2)=[CH:20][CH:21]=1)=[O:9])(=[O:3])[CH3:2]. The yield is 0.778. (2) The reactants are Br[C:2]1[O:3][CH:4]=[CH:5][CH:6]=1.C(NC(C)C)(C)C.C1COCC1.[CH3:19][Si:20]([C:23]#[CH:24])([CH3:22])[CH3:21]. The catalyst is Cl[Pd](Cl)([P](C1C=CC=CC=1)(C1C=CC=CC=1)C1C=CC=CC=1)[P](C1C=CC=CC=1)(C1C=CC=CC=1)C1C=CC=CC=1.[Cu]I.O. The product is [O:3]1[CH:4]=[CH:5][CH:6]=[C:2]1[C:24]#[C:23][Si:20]([CH3:22])([CH3:21])[CH3:19]. The yield is 0.358. (3) The reactants are [NH2:1][C:2]1[CH:9]=[CH:8][CH:7]=[C:6]([O:10][CH2:11][CH2:12][CH3:13])[C:3]=1[C:4]#[N:5].[S:14](Cl)(=[O:17])(=[O:16])[NH2:15]. The catalyst is CC(N(C)C)=O. The product is [S:14]([NH:1][C:2]1[CH:9]=[CH:8][CH:7]=[C:6]([O:10][CH2:11][CH2:12][CH3:13])[C:3]=1[C:4]#[N:5])(=[O:17])(=[O:16])[NH2:15]. The yield is 0.770. (4) The reactants are [F:1][C:2]1[CH:7]=[CH:6][C:5]([C:8](=[N:20]O)[CH2:9][C:10]2[CH:15]=[CH:14][C:13]([C:16]([F:19])([F:18])[F:17])=[CH:12][N:11]=2)=[CH:4][CH:3]=1.FC1C=[CH:27][C:26]([C:29](=[O:41])CC2C=CC(C(F)(F)F)=CN=2)=[CH:25]C=1.[OH-].[Na+].Cl.NO.C. The catalyst is CO. The product is [F:1][C:2]1[CH:7]=[CH:6][C:5]([C:8]2[C:9]([C:29](=[O:41])[CH:26]([CH3:27])[CH3:25])=[C:10]3[CH:15]=[CH:14][C:13]([C:16]([F:19])([F:18])[F:17])=[CH:12][N:11]3[N:20]=2)=[CH:4][CH:3]=1. The yield is 0.590. (5) The reactants are C1(S(O[CH2:11][CH2:12][C:13]2[C:22]3[C:17](=[CH:18][CH:19]=[C:20]([O:23][CH3:24])[CH:21]=3)[CH:16]=[CH:15][CH:14]=2)(=O)=O)C=CC=CC=1.[C:25]1(=[O:35])[NH:29][C:28](=[O:30])[C:27]2=[CH:31][CH:32]=[CH:33][CH:34]=[C:26]12.[K].O. The catalyst is CN(C)C=O. The product is [CH3:24][O:23][C:20]1[CH:21]=[C:22]2[C:17]([CH:16]=[CH:15][CH:14]=[C:13]2[CH2:12][CH2:11][N:29]2[C:28](=[O:30])[C:27]3=[CH:31][CH:32]=[CH:33][CH:34]=[C:26]3[C:25]2=[O:35])=[CH:18][CH:19]=1. The yield is 0.800. (6) The reactants are F[B-](F)(F)F.[CH3:22][O:21][C:18]1[CH:19]=[CH:20][C:15]([I+][C:15]2[CH:20]=[CH:19][C:18]([O:21][CH3:22])=[C:17]([CH:23]([CH3:25])[CH3:24])[CH:16]=2)=[CH:16][C:17]=1[CH:23]([CH3:25])[CH3:24].[Cl:29][C:30]1[CH:31]=[C:32]([CH:37]=[C:38]([Cl:41])[C:39]=1[OH:40])[C:33]([O:35][CH3:36])=[O:34]. The catalyst is C(Cl)Cl.[Cu]. The product is [Cl:29][C:30]1[CH:31]=[C:32]([CH:37]=[C:38]([Cl:41])[C:39]=1[O:40][C:15]1[CH:20]=[CH:19][C:18]([O:21][CH3:22])=[C:17]([CH:23]([CH3:24])[CH3:25])[CH:16]=1)[C:33]([O:35][CH3:36])=[O:34]. The yield is 0.800. (7) The reactants are [Cl:1][C:2]1[CH:10]=[CH:9][CH:8]=[C:7]2[C:3]=1[C:4]([C:11](=[O:16])[C:12]([F:15])([F:14])[F:13])=[CH:5][NH:6]2.[OH-].[K+].Br[CH2:20][CH2:21][O:22][CH3:23].O. The catalyst is CC#N. The product is [Cl:1][C:2]1[CH:10]=[CH:9][CH:8]=[C:7]2[C:3]=1[C:4]([C:11](=[O:16])[C:12]([F:14])([F:15])[F:13])=[CH:5][N:6]2[CH2:20][CH2:21][O:22][CH3:23]. The yield is 0.612.